From a dataset of CYP2C19 inhibition data for predicting drug metabolism from PubChem BioAssay. Regression/Classification. Given a drug SMILES string, predict its absorption, distribution, metabolism, or excretion properties. Task type varies by dataset: regression for continuous measurements (e.g., permeability, clearance, half-life) or binary classification for categorical outcomes (e.g., BBB penetration, CYP inhibition). Dataset: cyp2c19_veith. (1) The compound is CC(=O)N1CCC2(CCCN(C(c3ccccc3)c3ccccc3)C2)CC1. The result is 1 (inhibitor). (2) The drug is Br.NCCC1([N+](=O)[O-])CCNCC1. The result is 0 (non-inhibitor). (3) The molecule is C[C@H](CCC(=O)NCCS(=O)(=O)[O-])[C@@H]1CC[C@H]2[C@H]3[C@@H](O)C[C@H]4C[C@@H](O)CC[C@]4(C)[C@@H]3C[C@@H](O)[C@@]21C.[Na+]. The result is 0 (non-inhibitor). (4) The molecule is CS(=O)(=O)N1CCC2(CCCN(C(=O)Nc3ccccc3)C2)CC1. The result is 0 (non-inhibitor). (5) The molecule is COc1cc(/C=N/NC(=O)c2ccncc2)ccc1OC(=O)c1ccc([N+](=O)[O-])cc1. The result is 1 (inhibitor). (6) The molecule is COc1ccc(OCc2nnc(SCC(=O)N3c4ccccc4Sc4ccc(Cl)cc43)o2)cc1. The result is 1 (inhibitor). (7) The compound is CC(O)(CS(=O)(=O)c1cccc(C(F)(F)F)c1)C(=O)Nc1ccc(C(F)(F)F)cc1. The result is 1 (inhibitor).